From a dataset of Full USPTO retrosynthesis dataset with 1.9M reactions from patents (1976-2016). Predict the reactants needed to synthesize the given product. (1) Given the product [N:20]1([C:16](=[O:18])[CH2:15][C:12]2[CH:13]=[CH:14][C:9]([O:8][CH2:1][C:2]3[CH:3]=[CH:4][CH:5]=[CH:6][CH:7]=3)=[CH:10][C:11]=2[CH3:19])[CH2:23][CH2:22][CH2:21]1, predict the reactants needed to synthesize it. The reactants are: [CH2:1]([O:8][C:9]1[CH:14]=[CH:13][C:12]([CH2:15][C:16]([OH:18])=O)=[C:11]([CH3:19])[CH:10]=1)[C:2]1[CH:7]=[CH:6][CH:5]=[CH:4][CH:3]=1.[NH:20]1[CH2:23][CH2:22][CH2:21]1.CCN(C(C)C)C(C)C.CN(C(ON1N=NC2C=CC=NC1=2)=[N+](C)C)C.F[P-](F)(F)(F)(F)F. (2) The reactants are: Cl[C:2]1[N:7]=[C:6]([C:8]2[S:12][C:11]([N:13]3[CH2:18][CH2:17][CH2:16][CH2:15][CH2:14]3)=[N:10][C:9]=2[C:19]2[CH:20]=[C:21]([NH:25][C:26](=[O:35])[C:27]3[C:32]([F:33])=[CH:31][CH:30]=[CH:29][C:28]=3[F:34])[CH:22]=[CH:23][CH:24]=2)[CH:5]=[CH:4][N:3]=1.[N:36]1([CH2:41][C:42]2[CH:43]=[C:44]([NH2:48])[CH:45]=[CH:46][CH:47]=2)[CH2:40][CH2:39][CH2:38][CH2:37]1. Given the product [F:34][C:28]1[CH:29]=[CH:30][CH:31]=[C:32]([F:33])[C:27]=1[C:26]([NH:25][C:21]1[CH:22]=[CH:23][CH:24]=[C:19]([C:9]2[N:10]=[C:11]([N:13]3[CH2:18][CH2:17][CH2:16][CH2:15][CH2:14]3)[S:12][C:8]=2[C:6]2[CH:5]=[CH:4][N:3]=[C:2]([NH:48][C:44]3[CH:45]=[CH:46][CH:47]=[C:42]([CH2:41][N:36]4[CH2:37][CH2:38][CH2:39][CH2:40]4)[CH:43]=3)[N:7]=2)[CH:20]=1)=[O:35], predict the reactants needed to synthesize it. (3) Given the product [OH:1][C:2]1[CH:7]=[C:6]([OH:8])[CH:5]=[CH:4][C:3]=1[C:9](=[O:22])[CH2:10][C@H:11]1[CH2:16][CH2:15][C@H:14]([C:17]([OH:19])=[O:18])[CH2:13][CH2:12]1, predict the reactants needed to synthesize it. The reactants are: [OH:1][C:2]1[CH:7]=[C:6]([OH:8])[CH:5]=[CH:4][C:3]=1[C:9](=[O:22])[CH2:10][C@H:11]1[CH2:16][CH2:15][C@H:14]([C:17]([O:19]CC)=[O:18])[CH2:13][CH2:12]1.[OH-].[Na+]. (4) The reactants are: [F:1][C:2]1[CH:7]=[CH:6][C:5]([C:8]2[C:12]([CH2:13][NH:14][C:15]3[CH:16]=[C:17]([C:20]([OH:22])=O)[NH:18][N:19]=3)=[C:11]([CH3:23])[O:10][N:9]=2)=[CH:4][CH:3]=1.[CH2:24]([NH2:26])[CH3:25]. Given the product [CH2:24]([NH:26][C:20]([C:17]1[NH:18][N:19]=[C:15]([NH:14][CH2:13][C:12]2[C:8]([C:5]3[CH:4]=[CH:3][C:2]([F:1])=[CH:7][CH:6]=3)=[N:9][O:10][C:11]=2[CH3:23])[CH:16]=1)=[O:22])[CH3:25], predict the reactants needed to synthesize it. (5) Given the product [C:12]([O:7][C:6]1[CH:8]=[C:2]([CH3:1])[C:3]([O:11][C:16](=[O:18])[CH3:17])=[C:4]([CH3:10])[C:5]=1[CH3:9])(=[O:14])[CH3:13], predict the reactants needed to synthesize it. The reactants are: [CH3:1][C:2]1[C:3]([OH:11])=[C:4]([CH3:10])[C:5]([CH3:9])=[C:6]([CH:8]=1)[OH:7].[C:12](Cl)(=[O:14])[CH3:13].[C:16](OCC)(=[O:18])[CH3:17]. (6) Given the product [Cl:1][C:2]1[CH:7]=[CH:6][N:5]=[C:4]2[CH:8]=[C:9]([C:25]3[CH:37]=[CH:36][C:28]([CH2:29][N:30]4[CH2:34][CH2:33][C@H:32]([OH:35])[CH2:31]4)=[CH:27][CH:26]=3)[S:10][C:3]=12, predict the reactants needed to synthesize it. The reactants are: [Cl:1][C:2]1[CH:7]=[CH:6][N:5]=[C:4]2[CH:8]=[C:9]([Sn](CCCC)(CCCC)CCCC)[S:10][C:3]=12.Br[C:25]1[CH:37]=[CH:36][C:28]([CH2:29][N:30]2[CH2:34][CH2:33][C@H:32]([OH:35])[CH2:31]2)=[CH:27][CH:26]=1.CO.CCOC(C)=O. (7) Given the product [F:1][C:2]1[CH:21]=[CH:20][C:5]2[C:6]([C:9]3[CH:10]=[CH:11][C:12]([O:15][CH2:16][C@@H:17]([OH:18])[CH2:19][N:35]4[CH2:36][CH2:37][N:32]([C:27]5[C:26]6[C:30](=[CH:31][C:23]([F:22])=[CH:24][CH:25]=6)[NH:29][N:28]=5)[CH2:33][CH2:34]4)=[CH:13][CH:14]=3)=[N:7][O:8][C:4]=2[CH:3]=1, predict the reactants needed to synthesize it. The reactants are: [F:1][C:2]1[CH:21]=[CH:20][C:5]2[C:6]([C:9]3[CH:14]=[CH:13][C:12]([O:15][CH2:16][C@@H:17]4[CH2:19][O:18]4)=[CH:11][CH:10]=3)=[N:7][O:8][C:4]=2[CH:3]=1.[F:22][C:23]1[CH:31]=[C:30]2[C:26]([C:27]([N:32]3[CH2:37][CH2:36][NH:35][CH2:34][CH2:33]3)=[N:28][NH:29]2)=[CH:25][CH:24]=1.